This data is from Forward reaction prediction with 1.9M reactions from USPTO patents (1976-2016). The task is: Predict the product of the given reaction. (1) Given the reactants [Cl:1][C:2]1[CH:3]=[CH:4][C:5]([F:27])=[C:6]([C:8]2[N:9]=[C:10]([NH:17][C:18]3[C:23]([C:24]([OH:26])=O)=[CH:22][N:21]=[CH:20][CH:19]=3)[C:11]3[O:16][CH2:15][CH2:14][C:12]=3[N:13]=2)[CH:7]=1.[CH2:28]([N:30](CC)CC)C.CN.C1CN([P+](Br)(N2CCCC2)N2CCCC2)CC1.F[P-](F)(F)(F)(F)F, predict the reaction product. The product is: [Cl:1][C:2]1[CH:3]=[CH:4][C:5]([F:27])=[C:6]([C:8]2[N:9]=[C:10]([NH:17][C:18]3[C:23]([C:24]([NH:30][CH3:28])=[O:26])=[CH:22][N:21]=[CH:20][CH:19]=3)[C:11]3[O:16][CH2:15][CH2:14][C:12]=3[N:13]=2)[CH:7]=1. (2) Given the reactants [B:1]([C:4]1[CH:12]=[CH:11][C:7]([C:8]([OH:10])=O)=[CH:6][CH:5]=1)([OH:3])[OH:2].F[P-](F)(F)(F)(F)F.N1(OC(N(C)C)=[N+](C)C)C2[N:25]=[CH:26][CH:27]=[CH:28]C=2N=N1.C(N(CC)C(C)C)(C)C.N1CCC1, predict the reaction product. The product is: [N:25]1([C:8]([C:7]2[CH:6]=[CH:5][C:4]([B:1]([OH:2])[OH:3])=[CH:12][CH:11]=2)=[O:10])[CH2:26][CH2:27][CH2:28]1.